From a dataset of Full USPTO retrosynthesis dataset with 1.9M reactions from patents (1976-2016). Predict the reactants needed to synthesize the given product. (1) Given the product [F:3][C:4]1[CH:23]=[CH:22][C:7]([CH:8]2[C:10]3[C:11](=[CH:12][C:13]([CH2:14][OH:15])=[CH:17][CH:18]=3)[CH2:19][O:20]2)=[CH:6][CH:5]=1, predict the reactants needed to synthesize it. The reactants are: [BH4-].[Na+].[F:3][C:4]1[CH:23]=[CH:22][C:7]([C:8]([C:10]2[CH:18]=[CH:17][C:13]([C:14](O)=[O:15])=[CH:12][C:11]=2[C:19](O)=[O:20])=O)=[CH:6][CH:5]=1.S(OC)(OC)(=O)=O.O. (2) Given the product [NH2:10][C:9]1[CH:16]=[C:5]([S:2]([CH3:1])(=[O:3])=[O:4])[CH:6]=[CH:7][C:8]=1[C:13]([NH:25][C:24]1[CH:26]=[CH:27][C:21]([CH:17]([CH2:19][CH3:20])[CH3:18])=[CH:22][CH:23]=1)=[O:14], predict the reactants needed to synthesize it. The reactants are: [CH3:1][S:2]([C:5]1[CH:6]=[CH:7][C:8]2[C:13](=[O:14])OC(=O)[NH:10][C:9]=2[CH:16]=1)(=[O:4])=[O:3].[CH:17]([C:21]1[CH:27]=[CH:26][C:24]([NH2:25])=[CH:23][CH:22]=1)([CH2:19][CH3:20])[CH3:18]. (3) Given the product [Cl:1][C:2]1[CH:3]=[CH:4][C:5]([O:6][CH:7]([CH2:13][C:14]2[CH:15]=[CH:16][C:17]([O:20][CH2:21][CH2:22][O:23][N:24]=[C:25]([C:27]3[CH:32]=[CH:31][C:30]([C:33]4[CH:38]=[CH:37][CH:36]=[CH:35][N:34]=4)=[CH:29][CH:28]=3)[CH3:26])=[CH:18][CH:19]=2)[C:8]([OH:10])=[O:9])=[CH:39][CH:40]=1, predict the reactants needed to synthesize it. The reactants are: [Cl:1][C:2]1[CH:40]=[CH:39][C:5]([O:6][CH:7]([CH2:13][C:14]2[CH:19]=[CH:18][C:17]([O:20][CH2:21][CH2:22][O:23][N:24]=[C:25]([C:27]3[CH:32]=[CH:31][C:30]([C:33]4[CH:38]=[CH:37][CH:36]=[CH:35][N:34]=4)=[CH:29][CH:28]=3)[CH3:26])=[CH:16][CH:15]=2)[C:8]([O:10]CC)=[O:9])=[CH:4][CH:3]=1.[OH-].[Na+]. (4) Given the product [NH2:24][CH2:3][CH2:4][CH2:5][N:6]1[CH2:11][CH2:10][CH:9]([C:12]2[CH:13]=[C:14]([NH:18][C:19](=[O:23])[CH:20]([CH3:22])[CH3:21])[CH:15]=[CH:16][CH:17]=2)[CH2:8][CH2:7]1, predict the reactants needed to synthesize it. The reactants are: NC[CH2:3][CH2:4][CH2:5][N:6]1[CH2:11][CH2:10][CH:9]([C:12]2[CH:13]=[C:14]([NH:18][C:19](=[O:23])[CH:20]([CH3:22])[CH3:21])[CH:15]=[CH:16][CH:17]=2)[CH2:8][CH2:7]1.[NH2:24]CCCCCN1CCC(C2C=C(NC(=O)C(C)C)C=CC=2)CC1.NCCCCCCN1CCC(C2C=C(NC(=O)C(C)C)C=CC=2)CC1.NCCCN1CCC(C2C=C(NC(=O)CC)C=CC=2)CC1.NCCCN1CCC(C2C=C(NC(C3CC3)=O)C=CC=2)CC1.NCCCN1CCC(C2C=C(NC(=O)C(C)(C)C)C=CC=2)CC1.NCCCN1CCC(C2C=C(NC(=O)CC(C)C)C=CC=2)CC1.NCCCN1CCC(C2C=C(NC(=O)CC(C)(C)C)C=CC=2)CC1. (5) Given the product [C:1]([O:4][C@H:5]1[C@@H:18]([O:19][C:20](=[O:22])[CH3:21])[C@H:17]([O:23][C:24](=[O:26])[CH3:25])[C@@H:16]([CH2:27][O:28][C:29](=[O:31])[CH3:30])[O:15][C@@H:6]1[O:7][C:8]1[CH:13]=[CH:12][C:11]([I:14])=[CH:10][C:9]=1[Cl:32])(=[O:3])[CH3:2], predict the reactants needed to synthesize it. The reactants are: [C:1]([O:4][C@H:5]1[C@@H:18]([O:19][C:20](=[O:22])[CH3:21])[C@H:17]([O:23][C:24](=[O:26])[CH3:25])[C@@H:16]([CH2:27][O:28][C:29](=[O:31])[CH3:30])[O:15][C@@H:6]1[O:7][C:8]1[CH:13]=[CH:12][C:11]([I:14])=[CH:10][CH:9]=1)(=[O:3])[CH3:2].[Cl:32]C(Cl)(Cl)C(=N)O[C@H]1O[C@H](COC(=O)C)[C@@H](OC(=O)C)[C@H](OC(=O)C)[C@@H]1OC(=O)C.ClC1C=C(I)C=CC=1O.[Si](OS(C(F)(F)F)(=O)=O)(C)(C)C. (6) Given the product [CH3:4][CH:5]([CH3:21])[CH2:6][N:7]1[C:19]2[C:18]3[N:17]=[CH:16][CH:15]=[CH:14][C:13]=3[N:12]=[C:11]([NH2:2])[C:10]=2[N:9]=[CH:8]1, predict the reactants needed to synthesize it. The reactants are: [OH-].[NH4+:2].N.[CH3:4][CH:5]([CH3:21])[CH2:6][N:7]1[C:19]2[C:18]3[N:17]=[CH:16][CH:15]=[CH:14][C:13]=3[N+:12]([O-])=[CH:11][C:10]=2[N:9]=[CH:8]1. (7) Given the product [CH2:1]([C@@:3]12[C@@:14]([CH2:16][CH2:17][C:18]3[C:23]([CH2:24][C:25]([N:47]([C@H:38]([CH3:37])[C@H:39]([OH:46])[C:40]4[CH:45]=[CH:44][CH:43]=[CH:42][CH:41]=4)[CH3:48])=[O:26])=[C:22]([O:28][CH3:29])[CH:21]=[CH:20][N:19]=3)([OH:15])[CH2:13][CH2:12][C:11]1=[CH:10][C:9]1[N:8]([C:30]3[CH:31]=[CH:32][C:33]([F:36])=[CH:34][CH:35]=3)[N:7]=[CH:6][C:5]=1[CH2:4]2)[CH3:2], predict the reactants needed to synthesize it. The reactants are: [CH2:1]([C@@:3]12[C@@:14]([CH2:16][CH2:17][C:18]3[C:23]([CH2:24][C:25](O)=[O:26])=[C:22]([O:28][CH3:29])[CH:21]=[CH:20][N:19]=3)([OH:15])[CH2:13][CH2:12][C:11]1=[CH:10][C:9]1[N:8]([C:30]3[CH:35]=[CH:34][C:33]([F:36])=[CH:32][CH:31]=3)[N:7]=[CH:6][C:5]=1[CH2:4]2)[CH3:2].[CH3:37][C@@H:38]([NH:47][CH3:48])[C@H:39]([OH:46])[C:40]1[CH:45]=[CH:44][CH:43]=[CH:42][CH:41]=1.CN1CCOCC1.CN(C(ON1N=NC2C=CC=NC1=2)=[N+](C)C)C.F[P-](F)(F)(F)(F)F. (8) Given the product [CH3:13][N:14]([CH3:15])[CH:2]1[CH2:5][N:4]([C:6]([O:8][C:9]([CH3:12])([CH3:11])[CH3:10])=[O:7])[CH2:3]1, predict the reactants needed to synthesize it. The reactants are: I[CH:2]1[CH2:5][N:4]([C:6]([O:8][C:9]([CH3:12])([CH3:11])[CH3:10])=[O:7])[CH2:3]1.[CH3:13][NH:14][CH3:15].